Dataset: Full USPTO retrosynthesis dataset with 1.9M reactions from patents (1976-2016). Task: Predict the reactants needed to synthesize the given product. (1) Given the product [Cl:11][C:12]1[CH:13]=[CH:14][C:15]([OH:20])=[C:16]([C:17]2[NH:1][N:2]=[C:3]([C:5]3[CH:10]=[N:9][CH:8]=[CH:7][N:6]=3)[N:4]=2)[CH:19]=1, predict the reactants needed to synthesize it. The reactants are: [NH2:1][NH:2][C:3]([C:5]1[CH:10]=[N:9][CH:8]=[CH:7][N:6]=1)=[NH:4].[Cl:11][C:12]1[CH:13]=[CH:14][C:15]([OH:20])=[C:16]([CH:19]=1)[CH:17]=O. (2) Given the product [CH3:21][O:22][C:23]1[CH:24]=[C:25]([NH:35][C:36]2[N:38]=[CH:3][C:4]3[CH2:9][CH2:8][CH2:7][CH:6]([OH:10])[C:5]=3[N:37]=2)[CH:26]=[CH:27][C:28]=1[N:29]1[CH:33]=[C:32]([CH3:34])[N:31]=[CH:30]1, predict the reactants needed to synthesize it. The reactants are: CN(C)[CH:3]=[C:4]1[CH2:9][CH2:8][CH2:7][CH:6]([OH:10])[C:5]1=O.[N+]([O-])(O)=O.[N+]([O-])(O)=O.[CH3:21][O:22][C:23]1[CH:24]=[C:25]([NH:35][C:36]([NH2:38])=[NH:37])[CH:26]=[CH:27][C:28]=1[N:29]1[CH:33]=[C:32]([CH3:34])[N:31]=[CH:30]1. (3) The reactants are: [Cl:1][C:2]1[CH:25]=[CH:24][C:5]([CH2:6][NH:7][C:8]([C:10]2[C:11](=[O:23])[C:12]3[S:19][C:18]([CH2:20]Cl)=[C:17]([CH3:22])[C:13]=3[N:14]([CH3:16])[CH:15]=2)=[O:9])=[CH:4][CH:3]=1.[CH3:26][NH:27][CH2:28][CH:29]([C:31]1[CH:40]=[CH:39][C:38]2[C:33](=[CH:34][CH:35]=[CH:36][CH:37]=2)[N:32]=1)[OH:30].C(N(C(C)C)CC)(C)C. Given the product [Cl:1][C:2]1[CH:25]=[CH:24][C:5]([CH2:6][NH:7][C:8]([C:10]2[C:11](=[O:23])[C:12]3[S:19][C:18]([CH2:20][N:27]([CH2:28][CH:29]([OH:30])[C:31]4[CH:40]=[CH:39][C:38]5[C:33](=[CH:34][CH:35]=[CH:36][CH:37]=5)[N:32]=4)[CH3:26])=[C:17]([CH3:22])[C:13]=3[N:14]([CH3:16])[CH:15]=2)=[O:9])=[CH:4][CH:3]=1, predict the reactants needed to synthesize it. (4) Given the product [F:26][B-:27]([F:30])([F:29])[F:28].[CH:2]1[C:14]2[CH2:13][C:12]3[C:7](=[CH:8][CH:9]=[CH:10][CH:11]=3)[C:6]=2[CH:5]=[CH:4][C:3]=1[N:15]1[CH:19]=[CH:18][N+:17]([CH2:20][CH2:21][CH2:22][CH2:23][CH2:24][CH3:25])=[CH:16]1, predict the reactants needed to synthesize it. The reactants are: [Br-].[CH:2]1[C:14]2[CH2:13][C:12]3[C:7](=[CH:8][CH:9]=[CH:10][CH:11]=3)[C:6]=2[CH:5]=[CH:4][C:3]=1[N:15]1[CH:19]=[CH:18][N+:17]([CH2:20][CH2:21][CH2:22][CH2:23][CH2:24][CH3:25])=[CH:16]1.[F:26][B-:27]([F:30])([F:29])[F:28].[Na+].